Task: Predict which catalyst facilitates the given reaction.. Dataset: Catalyst prediction with 721,799 reactions and 888 catalyst types from USPTO (1) Reactant: Br[C:2]1[CH:3]=[CH:4][C:5]([NH:8][C:9]2[CH:14]=[CH:13][C:12]([Cl:15])=[CH:11][CH:10]=2)=[N:6][CH:7]=1.[Li]CCCC.C([O:24][B:25](OC(C)C)[O:26]C(C)C)(C)C.O. Product: [Cl:15][C:12]1[CH:13]=[CH:14][C:9]([NH:8][C:5]2[N:6]=[CH:7][C:2]([B:25]([OH:26])[OH:24])=[CH:3][CH:4]=2)=[CH:10][CH:11]=1. The catalyst class is: 1. (2) Reactant: [CH3:1][O:2][C:3](=[O:15])[C:4]1[C:5](=[C:10](I)[CH:11]=[CH:12][CH:13]=1)[C:6]([O:8][CH3:9])=[O:7].[CH3:16][O:17][C:18]1[CH:24]=[CH:23][C:22]([O:25][CH3:26])=[CH:21][C:19]=1[NH2:20].C1C=CC(P(C2C(C3C(P(C4C=CC=CC=4)C4C=CC=CC=4)=CC=C4C=3C=CC=C4)=C3C(C=CC=C3)=CC=2)C2C=CC=CC=2)=CC=1.C(=O)([O-])[O-].[Cs+].[Cs+]. Product: [CH3:1][O:2][C:3](=[O:15])[C:4]1[C:5](=[C:10]([NH:20][C:19]2[CH:21]=[C:22]([O:25][CH3:26])[CH:23]=[CH:24][C:18]=2[O:17][CH3:16])[CH:11]=[CH:12][CH:13]=1)[C:6]([O:8][CH3:9])=[O:7]. The catalyst class is: 835. (3) Reactant: [C:1]([C:4]([CH3:35])([O:6][C:7]1[CH:12]=[CH:11][C:10]([CH2:13][CH2:14][CH2:15][C:16]([NH:18][N:19]([CH2:26][C:27]2[CH:32]=[CH:31][C:30]([Cl:33])=[C:29]([Cl:34])[CH:28]=2)[C:20]([NH:22]CCC)=[O:21])=O)=[CH:9][CH:8]=1)[CH3:5])([OH:3])=[O:2].C12(CS(O)(=O)=O)C(C)(C)C(CC1)CC2=O. Product: [Cl:34][C:29]1[CH:28]=[C:27]([CH:32]=[CH:31][C:30]=1[Cl:33])[CH2:26][N:19]1[C:20](=[O:21])[NH:22][C:16]([CH2:15][CH2:14][CH2:13][C:10]2[CH:11]=[CH:12][C:7]([O:6][C:4]([CH3:35])([CH3:5])[C:1]([OH:3])=[O:2])=[CH:8][CH:9]=2)=[N:18]1. The catalyst class is: 11. (4) Reactant: C[O:2][C:3](=O)[C@@H:4]([N:18]1[C:24](=[O:25])[CH2:23][CH2:22][N:21]([C:26]2[CH:31]=[CH:30][C:29]([C:32]([F:35])([F:34])[F:33])=[C:28]([Cl:36])[CH:27]=2)[CH2:20][CH2:19]1)[CH2:5][CH2:6][C:7]([N:9]1[CH2:16][CH2:15][C:12]2([CH2:14][CH2:13]2)[C@H:11]([OH:17])[CH2:10]1)=[O:8].[Li+].[BH4-]. Product: [Cl:36][C:28]1[CH:27]=[C:26]([N:21]2[CH2:22][CH2:23][C:24](=[O:25])[N:18]([C@H:4]([CH2:3][OH:2])[CH2:5][CH2:6][C:7]([N:9]3[CH2:16][CH2:15][C:12]4([CH2:13][CH2:14]4)[C@H:11]([OH:17])[CH2:10]3)=[O:8])[CH2:19][CH2:20]2)[CH:31]=[CH:30][C:29]=1[C:32]([F:34])([F:35])[F:33]. The catalyst class is: 5. (5) Reactant: Cl.[CH3:2][O:3][C:4]1[C:9]2[CH2:10][C@@H:11]3[C@@H:16]([CH2:17][C:8]=2[CH:7]=[CH:6][C:5]=1[O:18][CH3:19])[NH:15][CH2:14][CH2:13][CH2:12]3.CN.CC(O)=[O:24]. Product: [CH3:2][O:3][C:4]1[C:9]2[CH2:10][CH:11]3[C:16](=[CH:17][C:8]=2[CH:7]=[CH:6][C:5]=1[O:18][CH3:19])[N:15]([CH3:14])[C:13](=[O:24])[CH2:12]3. The catalyst class is: 11. (6) Reactant: [N:1]([C@H:4]1[C@H:8]([OH:9])[CH2:7][N:6]([C:10]([O:12][C:13]([CH3:16])([CH3:15])[CH3:14])=[O:11])[CH2:5]1)=[N+]=[N-]. Product: [NH2:1][C@H:4]1[C@H:8]([OH:9])[CH2:7][N:6]([C:10]([O:12][C:13]([CH3:16])([CH3:15])[CH3:14])=[O:11])[CH2:5]1. The catalyst class is: 29. (7) Product: [N:22]1([NH:29][C:14](=[O:16])[C:13]2[CH:12]=[C:11]([S:17]([NH2:20])(=[O:19])=[O:18])[C:10]([Cl:21])=[CH:9][C:8]=2[NH:7][CH2:6][C:3]2[O:4][CH:5]=[CH:1][CH:2]=2)[CH2:27][CH2:26][O:25][CH2:24][CH2:23]1. Reactant: [CH:1]1[CH:2]=[C:3]([CH2:6][NH:7][C:8]2[C:13]([C:14]([OH:16])=O)=[CH:12][C:11]([S:17]([NH2:20])(=[O:19])=[O:18])=[C:10]([Cl:21])[CH:9]=2)[O:4][CH:5]=1.[NH:22]1[CH2:27][CH2:26][O:25][CH2:24][CH2:23]1.O[N:29]1C2C=CC=CC=2N=N1.C(Cl)CCl. The catalyst class is: 39.